Dataset: Forward reaction prediction with 1.9M reactions from USPTO patents (1976-2016). Task: Predict the product of the given reaction. (1) Given the reactants Br[C:2]1[CH:11]=[CH:10][C:9]2[N:8]=[CH:7][C:6]3[N:12]([CH3:23])[C:13](=[O:22])[N:14]([C:15]4[C:16]([CH3:21])=[N:17][N:18]([CH3:20])[CH:19]=4)[C:5]=3[C:4]=2[CH:3]=1.[F:24][CH2:25][CH:26]([CH2:43][F:44])[O:27][C:28]1[CH:29]=[N:30][CH:31]=[C:32](B2OC(C)(C)C(C)(C)O2)[CH:33]=1, predict the reaction product. The product is: [CH3:20][N:18]1[CH:19]=[C:15]([N:14]2[C:5]3[C:4]4[CH:3]=[C:2]([C:32]5[CH:31]=[N:30][CH:29]=[C:28]([O:27][CH:26]([CH2:25][F:24])[CH2:43][F:44])[CH:33]=5)[CH:11]=[CH:10][C:9]=4[N:8]=[CH:7][C:6]=3[N:12]([CH3:23])[C:13]2=[O:22])[C:16]([CH3:21])=[N:17]1. (2) Given the reactants [CH:1]1([N:5]2[C:9]3=[N:10][C:11]([C:14]([NH:16][C:17]4[CH:18]=[N:19][CH:20]=[CH:21][C:22]=4[N:23]4[CH2:28][C@H:27]([CH3:29])[CH2:26][C@H:25]([NH:30]C(=O)OC(C)(C)C)[CH2:24]4)=[O:15])=[CH:12][CH:13]=[C:8]3[CH:7]=[CH:6]2)[CH2:4][CH2:3][CH2:2]1.Cl.O1CCOCC1.N, predict the reaction product. The product is: [NH2:30][C@H:25]1[CH2:26][C@@H:27]([CH3:29])[CH2:28][N:23]([C:22]2[CH:21]=[CH:20][N:19]=[CH:18][C:17]=2[NH:16][C:14]([C:11]2[N:10]=[C:9]3[N:5]([CH:1]4[CH2:4][CH2:3][CH2:2]4)[CH:6]=[CH:7][C:8]3=[CH:13][CH:12]=2)=[O:15])[CH2:24]1. (3) Given the reactants C(OC(=O)[NH:10][C:11]1[N:16]=[C:15]([CH2:17][O:18][Si:19]([C:22]([CH3:25])([CH3:24])[CH3:23])([CH3:21])[CH3:20])[C:14]2[C:26]([O:48][CH3:49])=[N:27][N:28]([C:29]([C:42]3[CH:47]=[CH:46][CH:45]=[CH:44][CH:43]=3)([C:36]3[CH:41]=[CH:40][CH:39]=[CH:38][CH:37]=3)[C:30]3[CH:35]=[CH:34][CH:33]=[CH:32][CH:31]=3)[C:13]=2[CH:12]=1)C1C=CC=CC=1, predict the reaction product. The product is: [Si:19]([O:18][CH2:17][C:15]1[C:14]2[C:26]([O:48][CH3:49])=[N:27][N:28]([C:29]([C:42]3[CH:47]=[CH:46][CH:45]=[CH:44][CH:43]=3)([C:36]3[CH:37]=[CH:38][CH:39]=[CH:40][CH:41]=3)[C:30]3[CH:35]=[CH:34][CH:33]=[CH:32][CH:31]=3)[C:13]=2[CH:12]=[C:11]([NH2:10])[N:16]=1)([C:22]([CH3:25])([CH3:24])[CH3:23])([CH3:20])[CH3:21]. (4) The product is: [NH:5]1[CH:6]=[C:2]([C:10]2[CH:11]=[CH:12][CH:13]=[CH:14][C:9]=2[CH2:8][OH:7])[N:3]=[CH:4]1. Given the reactants Br[C:2]1[N:3]=[CH:4][NH:5][CH:6]=1.[OH:7][CH2:8][C:9]1[CH:14]=[CH:13][CH:12]=[CH:11][C:10]=1B(O)O.C1C=CC(P(C2C=CC=CC=2)C2C=CC=CC=2)=CC=1.C(=O)([O-])[O-].[K+].[K+], predict the reaction product. (5) Given the reactants [CH2:1]([C:8]1[O:12][N:11]=[C:10]([C:13]([OH:15])=O)[CH:9]=1)[C:2]1[CH:7]=[CH:6][CH:5]=[CH:4][CH:3]=1.Cl.[O:17]1[CH2:21][CH2:20][CH:19]([CH2:22][NH2:23])[CH2:18]1.C(N(CC)CC)C.ON1C2C=CC=CC=2N=N1.Cl.C(N=C=NCCCN(C)C)C, predict the reaction product. The product is: [O:17]1[CH2:21][CH2:20][CH:19]([CH2:22][NH:23][C:13]([C:10]2[CH:9]=[C:8]([CH2:1][C:2]3[CH:3]=[CH:4][CH:5]=[CH:6][CH:7]=3)[O:12][N:11]=2)=[O:15])[CH2:18]1. (6) Given the reactants [Cl:1][C:2]1[CH:3]=[N:4][CH:5]=[C:6]([Cl:18])[C:7]=1[C:8]1[C:12]([CH2:13][OH:14])=[C:11]([CH:15]([CH3:17])[CH3:16])[O:10][N:9]=1.C1(P(C2C=CC=CC=2)C2C=CC=CC=2)C=CC=CC=1.O[C:39]1[CH:47]=[C:46]2[C:42]([CH:43]=[CH:44][N:45]2[CH2:48][C:49]2[CH:50]=[C:51]([CH:56]=[CH:57][CH:58]=2)[C:52]([O:54][CH3:55])=[O:53])=[CH:41][CH:40]=1.N(C(OC(C)C)=O)=NC(OC(C)C)=O, predict the reaction product. The product is: [Cl:1][C:2]1[CH:3]=[N:4][CH:5]=[C:6]([Cl:18])[C:7]=1[C:8]1[C:12]([CH2:13][O:14][C:39]2[CH:47]=[C:46]3[C:42]([CH:43]=[CH:44][N:45]3[CH2:48][C:49]3[CH:50]=[C:51]([CH:56]=[CH:57][CH:58]=3)[C:52]([O:54][CH3:55])=[O:53])=[CH:41][CH:40]=2)=[C:11]([CH:15]([CH3:16])[CH3:17])[O:10][N:9]=1. (7) Given the reactants [OH:1][CH2:2][C:3]1[CH:4]=[C:5]([CH:8]=[CH:9][CH:10]=1)[C:6]#[N:7].[C:11](O[C:11]([O:13][C:14]([CH3:17])([CH3:16])[CH3:15])=[O:12])([O:13][C:14]([CH3:17])([CH3:16])[CH3:15])=[O:12].[BH4-].[Na+], predict the reaction product. The product is: [OH:1][CH2:2][C:3]1[CH:4]=[C:5]([CH2:6][NH:7][C:11](=[O:12])[O:13][C:14]([CH3:17])([CH3:16])[CH3:15])[CH:8]=[CH:9][CH:10]=1. (8) Given the reactants [C:1]([C:3]1[CH:10]=[CH:9][C:6]([CH2:7]Cl)=[CH:5][CH:4]=1)#[N:2].[I-].[Na+].[CH3:13][C:14]1[CH:19]=[CH:18][C:17]([C:20]2[CH2:25][CH2:24][CH2:23][CH2:22][C:21]=2[C:26]([NH:28][C:29]2[CH:34]=[CH:33][C:32]([N:35]3[CH2:40][CH2:39][NH:38][CH2:37][CH2:36]3)=[CH:31][CH:30]=2)=[O:27])=[CH:16][CH:15]=1.C(=O)([O-])[O-].[K+].[K+], predict the reaction product. The product is: [C:1]([C:3]1[CH:10]=[CH:9][C:6]([CH2:7][N:38]2[CH2:37][CH2:36][N:35]([C:32]3[CH:31]=[CH:30][C:29]([NH:28][C:26]([C:21]4[CH2:22][CH2:23][CH2:24][CH2:25][C:20]=4[C:17]4[CH:16]=[CH:15][C:14]([CH3:13])=[CH:19][CH:18]=4)=[O:27])=[CH:34][CH:33]=3)[CH2:40][CH2:39]2)=[CH:5][CH:4]=1)#[N:2]. (9) Given the reactants [CH2:1]([O:3][C:4](=[O:16])[C:5]([S:8][C:9]1[CH:14]=[CH:13][C:12]([OH:15])=[CH:11][CH:10]=1)([CH3:7])[CH3:6])[CH3:2].Cl[CH2:18][CH2:19][N:20]1[C:25](=[O:26])[C:24]2[N:27]([CH3:33])[N:28]=[C:29]([CH2:30][CH2:31][CH3:32])[C:23]=2[N:22]=[C:21]1[CH2:34][CH3:35].C(=O)([O-])[O-].[K+].[K+], predict the reaction product. The product is: [CH2:1]([O:3][C:4](=[O:16])[C:5]([S:8][C:9]1[CH:10]=[CH:11][C:12]([O:15][CH2:18][CH2:19][N:20]2[C:25](=[O:26])[C:24]3[N:27]([CH3:33])[N:28]=[C:29]([CH2:30][CH2:31][CH3:32])[C:23]=3[N:22]=[C:21]2[CH2:34][CH3:35])=[CH:13][CH:14]=1)([CH3:7])[CH3:6])[CH3:2].